From a dataset of Full USPTO retrosynthesis dataset with 1.9M reactions from patents (1976-2016). Predict the reactants needed to synthesize the given product. Given the product [Br:18][C:2]1[C:1](=[O:10])[C:9]2[C:4]([CH:3]=1)=[CH:5][CH:6]=[CH:7][CH:8]=2, predict the reactants needed to synthesize it. The reactants are: [C:1]1(=[O:10])[C:9]2[C:4](=[CH:5][CH:6]=[CH:7][CH:8]=2)[CH2:3][CH2:2]1.C1C(=O)N([Br:18])C(=O)C1.CC(N=NC(C#N)(C)C)(C#N)C.